Predict the product of the given reaction. From a dataset of Forward reaction prediction with 1.9M reactions from USPTO patents (1976-2016). (1) Given the reactants [CH2:1]([O:8][CH2:9][C@@H:10]([NH:22][C:23](=[O:53])[C@H:24]([NH:32][C:33]([C:35]1[CH:44]=[CH:43][C:38]([C:39]([O:41][CH3:42])=[O:40])=[C:37]([NH:45]C(OC(C)(C)C)=O)[CH:36]=1)=[O:34])[CH2:25][CH:26]1[CH2:31][CH2:30][CH2:29][CH2:28][CH2:27]1)[C:11](=[O:21])[C:12]([NH:14][CH2:15][C:16]([O:18][CH2:19][CH3:20])=[O:17])=[O:13])[C:2]1[CH:7]=[CH:6][CH:5]=[CH:4][CH:3]=1.C(O)(C(F)(F)F)=O, predict the reaction product. The product is: [NH2:45][C:37]1[CH:36]=[C:35]([C:33]([NH:32][C@H:24]([CH2:25][CH:26]2[CH2:27][CH2:28][CH2:29][CH2:30][CH2:31]2)[C:23]([NH:22][CH:10]([CH2:9][O:8][CH2:1][C:2]2[CH:7]=[CH:6][CH:5]=[CH:4][CH:3]=2)[C:11](=[O:21])[C:12]([NH:14][CH2:15][C:16]([O:18][CH2:19][CH3:20])=[O:17])=[O:13])=[O:53])=[O:34])[CH:44]=[CH:43][C:38]=1[C:39]([O:41][CH3:42])=[O:40]. (2) Given the reactants [C:1]([C:9]1[CH:13]=[CH:12][S:11][C:10]=1[C:14]([OH:16])=O)(=O)[C:2]1[CH:7]=[CH:6][CH:5]=[CH:4][CH:3]=1.[NH2:17][NH2:18], predict the reaction product. The product is: [C:2]1([C:1]2[C:9]3[CH:13]=[CH:12][S:11][C:10]=3[C:14](=[O:16])[NH:17][N:18]=2)[CH:7]=[CH:6][CH:5]=[CH:4][CH:3]=1.